Dataset: Reaction yield outcomes from USPTO patents with 853,638 reactions. Task: Predict the reaction yield, written as a fraction of the theoretical maximum amount of product (1.0 means a 100% yield; for example, 0.34 means a 34% yield). (1) The reactants are COC1C=CC(C[N:8]2[C:16]3[C:15](=[O:17])[N:14]4[C:18]([CH3:21])=[N:19][N:20]=[C:13]4[N:12]([CH2:22][CH2:23][CH2:24][CH2:25][CH3:26])[C:11]=3[N:10]=[C:9]2[S:27][CH3:28])=CC=1.FC(F)(F)C(O)=O. No catalyst specified. The product is [CH3:21][C:18]1[N:14]2[C:15](=[O:17])[C:16]3[NH:8][C:9]([S:27][CH3:28])=[N:10][C:11]=3[N:12]([CH2:22][CH2:23][CH2:24][CH2:25][CH3:26])[C:13]2=[N:20][N:19]=1. The yield is 0.420. (2) The reactants are Br[C:2]1[CH:9]=[CH:8][C:5]([C:6]#[N:7])=[CH:4][CH:3]=1.[C:10]([N:13]1[C:22]2[C:17](=[CH:18][C:19]([C:23]([NH:25][CH3:26])=[O:24])=[CH:20][CH:21]=2)[CH:16]([NH2:27])[CH:15]([CH3:28])[CH:14]1[CH:29]1[CH2:31][CH2:30]1)(=[O:12])[CH3:11].CC(C)([O-])C.[Na+].CN(C1C(C2C(P(C3CCCCC3)C3CCCCC3)=CC=CC=2)=CC=CC=1)C. The catalyst is O1CCOCC1.C1C=CC(/C=C/C(/C=C/C2C=CC=CC=2)=O)=CC=1.C1C=CC(/C=C/C(/C=C/C2C=CC=CC=2)=O)=CC=1.C1C=CC(/C=C/C(/C=C/C2C=CC=CC=2)=O)=CC=1.[Pd].[Pd]. The product is [C:10]([N:13]1[C:22]2[C:17](=[CH:18][C:19]([C:23]([NH:25][CH3:26])=[O:24])=[CH:20][CH:21]=2)[CH:16]([NH:27][C:2]2[CH:9]=[CH:8][C:5]([C:6]#[N:7])=[CH:4][CH:3]=2)[CH:15]([CH3:28])[CH:14]1[CH:29]1[CH2:30][CH2:31]1)(=[O:12])[CH3:11]. The yield is 0.0468. (3) The reactants are FC(F)(F)S(O[C:7]1[CH:12]=[CH:11][CH:10]=[C:9]([C:13]2([C:30]3[CH:35]=[C:34]([CH3:36])[N:33]=[C:32]([CH3:37])[CH:31]=3)[C:21]3[C:16](=[N:17][CH:18]=[CH:19][CH:20]=3)[C:15]([NH:22]C(OC(C)(C)C)=O)=[N:14]2)[CH:8]=1)(=O)=O.[N:40]1[CH:45]=[C:44](B(O)O)[CH:43]=[N:42][CH:41]=1. No catalyst specified. The product is [CH3:37][C:32]1[CH:31]=[C:30]([C:13]2([C:9]3[CH:10]=[CH:11][CH:12]=[C:7]([C:44]4[CH:45]=[N:40][CH:41]=[N:42][CH:43]=4)[CH:8]=3)[C:21]3[C:16](=[N:17][CH:18]=[CH:19][CH:20]=3)[C:15]([NH2:22])=[N:14]2)[CH:35]=[C:34]([CH3:36])[N:33]=1. The yield is 0.360. (4) The reactants are Br[C:2]1[C:10]2[N:9]=[C:8]([CH3:11])[N:7]([CH2:12][C:13]3[CH:18]=[CH:17][CH:16]=[C:15]([C:19]([F:22])([F:21])[F:20])[C:14]=3[CH3:23])[C:6]=2[CH:5]=[C:4]([N:24]2[CH2:29][CH2:28][O:27][CH2:26][CH2:25]2)[CH:3]=1.[O:30]1[CH:34]=[CH:33][C:32](B(O)O)=[CH:31]1.C(=O)([O-])[O-].[Na+].[Na+].C(O)(C(F)(F)F)=O. The catalyst is COCCOC.O.C1C=CC(P(C2C=CC=CC=2)[C-]2C=CC=C2)=CC=1.C1C=CC(P(C2C=CC=CC=2)[C-]2C=CC=C2)=CC=1.Cl[Pd]Cl.[Fe+2].C(Cl)Cl.C(#N)C. The product is [O:30]1[CH:34]=[CH:33][C:32]([C:2]2[C:10]3[N:9]=[C:8]([CH3:11])[N:7]([CH2:12][C:13]4[CH:18]=[CH:17][CH:16]=[C:15]([C:19]([F:22])([F:21])[F:20])[C:14]=4[CH3:23])[C:6]=3[CH:5]=[C:4]([N:24]3[CH2:25][CH2:26][O:27][CH2:28][CH2:29]3)[CH:3]=2)=[CH:31]1. The yield is 0.141. (5) The reactants are C[N:2](C)[CH:3]=[CH:4][C:5]([C:7]1[C:12](=[O:13])[CH:11]=[CH:10][N:9]([C:14]2[CH:19]=[CH:18][CH:17]=[C:16]([C:20]([F:23])([F:22])[F:21])[CH:15]=2)[N:8]=1)=O.Cl.[CH3:26][C:27]1[CH:32]=[CH:31][CH:30]=[CH:29][C:28]=1[NH:33]N.CCN(CC)CC. The catalyst is C(O)C. The product is [CH3:26][C:27]1[CH:32]=[CH:31][CH:30]=[CH:29][C:28]=1[N:33]1[C:5]([C:7]2[C:12](=[O:13])[CH:11]=[CH:10][N:9]([C:14]3[CH:19]=[CH:18][CH:17]=[C:16]([C:20]([F:23])([F:22])[F:21])[CH:15]=3)[N:8]=2)=[CH:4][CH:3]=[N:2]1. The yield is 0.210. (6) The reactants are [NH2:1][C:2]1[NH:6][C:5](=[O:7])[C:4]([C:19]2[CH:24]=[CH:23][C:22]([F:25])=[C:21]([C:26]3[CH:27]=[N:28][CH:29]=[N:30][CH:31]=3)[CH:20]=2)([C:8]2[CH:13]=[CH:12][C:11]([O:14][C:15]([F:18])([F:17])[F:16])=[CH:10][CH:9]=2)[N:3]=1.[OH-].[K+].Cl[CH:35]([F:37])[F:36]. The catalyst is CN(C)C=O. The product is [NH2:1][C:2]1[N:6]([CH:35]([F:37])[F:36])[C:5](=[O:7])[C:4]([C:19]2[CH:24]=[CH:23][C:22]([F:25])=[C:21]([C:26]3[CH:31]=[N:30][CH:29]=[N:28][CH:27]=3)[CH:20]=2)([C:8]2[CH:9]=[CH:10][C:11]([O:14][C:15]([F:17])([F:16])[F:18])=[CH:12][CH:13]=2)[N:3]=1. The yield is 0.140.